From a dataset of Forward reaction prediction with 1.9M reactions from USPTO patents (1976-2016). Predict the product of the given reaction. (1) The product is: [CH3:12][O:11][C:4]1[CH:5]=[CH:6][C:7]([N+:8]([O-:10])=[O:9])=[C:2]([NH:13][CH2:14][C@@H:15]2[CH2:19][CH2:18][N:17]([C:20]([O:22][C:23]([CH3:26])([CH3:25])[CH3:24])=[O:21])[CH2:16]2)[CH:3]=1. Given the reactants F[C:2]1[CH:3]=[C:4]([O:11][CH3:12])[CH:5]=[CH:6][C:7]=1[N+:8]([O-:10])=[O:9].[NH2:13][CH2:14][C@@H:15]1[CH2:19][CH2:18][N:17]([C:20]([O:22][C:23]([CH3:26])([CH3:25])[CH3:24])=[O:21])[CH2:16]1.C(N(CC)CC)C, predict the reaction product. (2) Given the reactants Br[C:2]1[CH:7]=[CH:6][C:5]([C:8](=[O:23])[CH:9]=[C:10]([C:15]2[CH:20]=[C:19]([Cl:21])[CH:18]=[C:17]([Cl:22])[CH:16]=2)[C:11]([F:14])([F:13])[F:12])=[CH:4][CH:3]=1.C(N(CC)CC)C.[OH2:31].[C]=O.[C:34]([OH:38])(C)(C)C, predict the reaction product. The product is: [Cl:22][C:17]1[CH:16]=[C:15]([C:10]([C:11]([F:14])([F:13])[F:12])=[CH:9][C:8]([C:5]2[CH:6]=[CH:7][C:2]([C:34]([OH:38])=[O:31])=[CH:3][CH:4]=2)=[O:23])[CH:20]=[C:19]([Cl:21])[CH:18]=1. (3) Given the reactants [N+:1]([C:4]1[CH:10]=[CH:9][C:7]([NH2:8])=[CH:6][CH:5]=1)([O-:3])=[O:2].[CH:11]([C:13]1[CH:18]=[CH:17][CH:16]=[CH:15][N:14]=1)=[CH2:12].Cl.C(OCC)(=O)C, predict the reaction product. The product is: [N+:1]([C:4]1[CH:10]=[CH:9][C:7]([NH:8][CH2:12][CH2:11][C:13]2[CH:18]=[CH:17][CH:16]=[CH:15][N:14]=2)=[CH:6][CH:5]=1)([O-:3])=[O:2].